This data is from Forward reaction prediction with 1.9M reactions from USPTO patents (1976-2016). The task is: Predict the product of the given reaction. (1) The product is: [CH2:1]([O:3][C:4](=[O:23])[C:5]([CH2:6][C:7]1([C:9]2[CH:14]=[C:13]([F:15])[CH:12]=[CH:11][C:10]=2[O:16][CH3:17])[CH2:26][CH2:8]1)([OH:22])[C:18]([F:19])([F:20])[F:21])[CH3:2]. Given the reactants [CH2:1]([O:3][C:4](=[O:23])[C:5]([OH:22])([C:18]([F:21])([F:20])[F:19])[CH2:6][C:7]([C:9]1[CH:14]=[C:13]([F:15])[CH:12]=[CH:11][C:10]=1[O:16][CH3:17])=[CH2:8])[CH3:2].II.[CH3:26]COCC, predict the reaction product. (2) Given the reactants C1C=CC(P(C2C(C3C(P(C4C=CC=CC=4)C4C=CC=CC=4)=CC=C4C=3C=CC=C4)=C3C(C=CC=C3)=CC=2)C2C=CC=CC=2)=CC=1.[CH3:47][O:48][C:49]1[CH:58]=[CH:57][C:56]2[C:51](=[CH:52][CH:53]=[CH:54][CH:55]=2)[C:50]=1[NH2:59].[CH3:60][O:61][C:62](=[O:70])[C:63]1[CH:68]=[CH:67][CH:66]=[CH:65][C:64]=1Br.C(=O)([O-])[O-].[Cs+].[Cs+], predict the reaction product. The product is: [CH3:60][O:61][C:62](=[O:70])[C:63]1[CH:68]=[CH:67][CH:66]=[CH:65][C:64]=1[NH:59][C:50]1[C:51]2[C:56](=[CH:55][CH:54]=[CH:53][CH:52]=2)[CH:57]=[CH:58][C:49]=1[O:48][CH3:47]. (3) Given the reactants [CH3:1][O:2][C:3]1[CH:4]=[C:5]([NH:16][C:17]2[N:22]=[C:21]([C:23](=[O:25])[CH3:24])[CH:20]=[C:19]([CH2:26][O:27][CH2:28][C:29]([F:32])([F:31])[F:30])[N:18]=2)[CH:6]=[CH:7][C:8]=1[N:9]1[CH:13]=[C:12]([O:14][CH3:15])[N:11]=[CH:10]1.C(O)C, predict the reaction product. The product is: [CH3:1][O:2][C:3]1[CH:4]=[C:5]([NH:16][C:17]2[N:22]=[C:21]([CH:23]([OH:25])[CH3:24])[CH:20]=[C:19]([CH2:26][O:27][CH2:28][C:29]([F:30])([F:31])[F:32])[N:18]=2)[CH:6]=[CH:7][C:8]=1[N:9]1[CH:13]=[C:12]([O:14][CH3:15])[N:11]=[CH:10]1. (4) Given the reactants [C:1]([O:5][C:6]([N:8]([CH2:10][C:11]1[CH:16]=[CH:15][CH:14]=[CH:13][CH:12]=1)[NH2:9])=[O:7])([CH3:4])([CH3:3])[CH3:2].[CH:17]1[C:26]2[C:21](=[CH:22][CH:23]=[CH:24][CH:25]=2)[CH:20]=[CH:19][C:18]=1B(O)O.C(N(CC)CC)C, predict the reaction product. The product is: [C:1]([O:5][C:6]([N:8]([CH2:10][C:11]1[CH:16]=[CH:15][CH:14]=[CH:13][CH:12]=1)[NH:9][C:19]1[CH:18]=[CH:17][C:26]2[C:21](=[CH:22][CH:23]=[CH:24][CH:25]=2)[CH:20]=1)=[O:7])([CH3:4])([CH3:2])[CH3:3].